From a dataset of Catalyst prediction with 721,799 reactions and 888 catalyst types from USPTO. Predict which catalyst facilitates the given reaction. (1) Reactant: [Cl:1][C:2]1[CH:19]=[CH:18][C:17]([I:20])=[CH:16][C:3]=1[CH2:4][N:5]1C(=O)C2=CC=CC=C2C1=O.NN. Product: [ClH:1].[Cl:1][C:2]1[CH:19]=[CH:18][C:17]([I:20])=[CH:16][C:3]=1[CH2:4][NH2:5]. The catalyst class is: 14. (2) Reactant: [CH:1]([Mg]Cl)=[CH2:2].[CH:5](=[O:11])[CH2:6]/[CH:7]=[CH:8]\[CH2:9][CH3:10].[Cl-].[NH4+]. The catalyst class is: 7. Product: [CH2:1]=[CH:2][CH:5]([OH:11])[CH2:6]/[CH:7]=[CH:8]\[CH2:9][CH3:10]. (3) Reactant: [CH2:1]([O:8][C:9]([C@H:11]1[CH2:16][CH2:15][CH:14]=[CH:13][CH2:12]1)=[O:10])[C:2]1[CH:7]=[CH:6][CH:5]=[CH:4][CH:3]=1.ClC1C=CC=C(C(OO)=[O:25])C=1.S([O-])([O-])(=O)=S.[Na+].[Na+]. Product: [CH2:1]([O:8][C:9]([C@H:11]1[CH2:16][CH2:15][C@H:14]2[C@H:13]([O:25]2)[CH2:12]1)=[O:10])[C:2]1[CH:7]=[CH:6][CH:5]=[CH:4][CH:3]=1. The catalyst class is: 4. (4) Reactant: [Br:1][C:2]1[CH:7]=[CH:6][C:5]([OH:8])=[CH:4][C:3]=1[F:9].[C:10](=O)([O-])[O-].[Cs+].[Cs+].CI.O. Product: [Br:1][C:2]1[CH:7]=[CH:6][C:5]([O:8][CH3:10])=[CH:4][C:3]=1[F:9]. The catalyst class is: 9. (5) Reactant: [CH:1]([C:4]1[N:8]=[C:7]([CH:9]2[CH2:14][CH2:13][CH:12]([NH:15][NH2:16])[CH2:11][CH2:10]2)[O:6][N:5]=1)([CH3:3])[CH3:2].[Cl:17][C:18]1[C:23]([CH:24]=O)=[C:22](Cl)[N:21]=[CH:20][N:19]=1.C(=O)([O-])[O-].[Na+].[Na+]. Product: [Cl:17][C:18]1[N:19]=[CH:20][N:21]=[C:22]2[N:15]([CH:12]3[CH2:13][CH2:14][CH:9]([C:7]4[O:6][N:5]=[C:4]([CH:1]([CH3:3])[CH3:2])[N:8]=4)[CH2:10][CH2:11]3)[N:16]=[CH:24][C:23]=12. The catalyst class is: 10.